This data is from Forward reaction prediction with 1.9M reactions from USPTO patents (1976-2016). The task is: Predict the product of the given reaction. (1) Given the reactants [Cl:1][C:2]1[CH:7]=[CH:6][C:5]([C:8]2[CH:13]=[CH:12][CH:11]=[CH:10][C:9]=2[C@H:14]([OH:30])[CH:15]2[CH2:20][CH2:19][N:18]([C:21]3[CH:29]=[CH:28][C:24]([C:25](O)=[O:26])=[CH:23][CH:22]=3)[CH2:17][CH2:16]2)=[CH:4][CH:3]=1.C(Cl)CCl.C(N(CC)CC)C.[P:42]([O:54][CH2:55][CH2:56][N:57]([CH2:87][CH3:88])[CH2:58][CH2:59][C@@H:60]([NH:69][C:70]1[CH:75]=[CH:74][C:73]([S:76](=[O:79])(=[O:78])[NH2:77])=[CH:72][C:71]=1[S:80]([C:83]([F:86])([F:85])[F:84])(=[O:82])=[O:81])[CH2:61][S:62][C:63]1[CH:68]=[CH:67][CH:66]=[CH:65][CH:64]=1)([O:49][C:50]([CH3:53])([CH3:52])[CH3:51])([O:44][C:45]([CH3:48])([CH3:47])[CH3:46])=[O:43], predict the reaction product. The product is: [P:42]([O:54][CH2:55][CH2:56][N:57]([CH2:58][CH2:59][C@@H:60]([NH:69][C:70]1[CH:75]=[CH:74][C:73]([S:76](=[O:79])(=[O:78])[NH:77][C:25](=[O:26])[C:24]2[CH:28]=[CH:29][C:21]([N:18]3[CH2:19][CH2:20][CH:15]([C@H:14]([C:9]4[CH:10]=[CH:11][CH:12]=[CH:13][C:8]=4[C:5]4[CH:4]=[CH:3][C:2]([Cl:1])=[CH:7][CH:6]=4)[OH:30])[CH2:16][CH2:17]3)=[CH:22][CH:23]=2)=[CH:72][C:71]=1[S:80]([C:83]([F:85])([F:86])[F:84])(=[O:82])=[O:81])[CH2:61][S:62][C:63]1[CH:68]=[CH:67][CH:66]=[CH:65][CH:64]=1)[CH2:87][CH3:88])([O:44][C:45]([CH3:46])([CH3:48])[CH3:47])([O:49][C:50]([CH3:53])([CH3:52])[CH3:51])=[O:43]. (2) Given the reactants [C:1]([O:5][C:6]([N:8]1[CH2:12][CH:11]([O:13][Si:14]([C:17]([CH3:20])([CH3:19])[CH3:18])([CH3:16])[CH3:15])[CH2:10][CH:9]1[CH:21]([C:26]1[C:34]2[C:29](=[CH:30][C:31]([F:35])=[CH:32][CH:33]=2)[NH:28][CH:27]=1)[CH2:22][N+:23]([O-])=O)=[O:7])([CH3:4])([CH3:3])[CH3:2], predict the reaction product. The product is: [C:1]([O:5][C:6]([N:8]1[CH2:12][CH:11]([O:13][Si:14]([C:17]([CH3:19])([CH3:18])[CH3:20])([CH3:16])[CH3:15])[CH2:10][CH:9]1[CH:21]([C:26]1[C:34]2[C:29](=[CH:30][C:31]([F:35])=[CH:32][CH:33]=2)[NH:28][CH:27]=1)[CH2:22][NH2:23])=[O:7])([CH3:2])([CH3:3])[CH3:4]. (3) The product is: [CH3:16][O:15][CH2:14][CH2:13][O:12][C:9]1[CH:10]=[C:11]2[C:2]([NH:22][C:23]3[CH:28]=[CH:27][CH:26]=[C:25]([C:29]#[CH:30])[CH:24]=3)=[N:3][CH:4]=[N:5][C:6]2=[CH:7][C:8]=1[O:17][CH2:18][CH2:19][O:20][CH3:21].[S:31]([O-:35])([O-:34])(=[O:33])=[O:32]. Given the reactants Cl[C:2]1[C:11]2[C:6](=[CH:7][C:8]([O:17][CH2:18][CH2:19][O:20][CH3:21])=[C:9]([O:12][CH2:13][CH2:14][O:15][CH3:16])[CH:10]=2)[N:5]=[CH:4][N:3]=1.[NH2:22][C:23]1[CH:24]=[C:25]([C:29]#[CH:30])[CH:26]=[CH:27][CH:28]=1.[S:31](=[O:35])(=[O:34])([OH:33])[OH:32], predict the reaction product. (4) Given the reactants [Cl:1][C:2]1[N:3]=[C:4]([CH2:18]OC)[NH:5][C:6]=1[C:7]1[CH:8]=[C:9]([CH:14]=[CH:15][C:16]=1[CH3:17])[C:10]([O:12]C)=[O:11].[N:21]1([CH2:25]CC2NC(C3C=C(C=CC=3C)C(OC)=O)=CN=2)[CH2:24][CH2:23][CH2:22]1.COCC1NC(C2C=C(C=CC=2C)C(OC)=O)=CN=1, predict the reaction product. The product is: [N:21]1([CH2:25][CH2:18][C:4]2[NH:5][C:6]([C:7]3[CH:8]=[C:9]([CH:14]=[CH:15][C:16]=3[CH3:17])[C:10]([OH:12])=[O:11])=[C:2]([Cl:1])[N:3]=2)[CH2:24][CH2:23][CH2:22]1.